From a dataset of Retrosynthesis with 50K atom-mapped reactions and 10 reaction types from USPTO. Predict the reactants needed to synthesize the given product. (1) Given the product OCCc1cc(F)cc(F)c1, predict the reactants needed to synthesize it. The reactants are: O=C(O)Cc1cc(F)cc(F)c1. (2) Given the product CCCn1cnc2c1c(=O)n(CCCCC(C)(O)C#CCN(CC)CC)c(=O)n2C, predict the reactants needed to synthesize it. The reactants are: CCCn1cnc2c1c(=O)[nH]c(=O)n2C.CCN(CC)CC#CC(C)(O)CCCCCl. (3) Given the product O=C(O)c1c2ccccc2nc2sccc12, predict the reactants needed to synthesize it. The reactants are: COC(=O)c1c2ccccc2nc2sccc12. (4) Given the product CC(C)(C)OC(=O)NN1C(=O)CCCC1c1cccc(C(F)(F)F)c1, predict the reactants needed to synthesize it. The reactants are: CCOC(=O)CCCC(NNC(=O)OC(C)(C)C)c1cccc(C(F)(F)F)c1. (5) Given the product CC(NC(=O)c1coc(Oc2cccc3c2OC(C)(C)C3)n1)c1cc(F)c(NS(C)(=O)=O)c(F)c1, predict the reactants needed to synthesize it. The reactants are: CC(NC(=O)c1coc(Cl)n1)c1cc(F)c(NS(C)(=O)=O)c(F)c1.CC1(C)Cc2cccc(O)c2O1. (6) Given the product C[C@H]1C[C@H](N2CCCC2)CCN1, predict the reactants needed to synthesize it. The reactants are: C[C@H]1C[C@H](N2CCCC2)CCN1C(=O)OC(C)(C)C. (7) Given the product NCCc1ccc(I)cc1, predict the reactants needed to synthesize it. The reactants are: N#CCc1ccc(I)cc1. (8) Given the product Cc1ccc(CO)cc1Br, predict the reactants needed to synthesize it. The reactants are: Cc1ccc(C(=O)O)cc1Br. (9) Given the product CCOc1sccc1C, predict the reactants needed to synthesize it. The reactants are: CCO.COCCOC.Cc1ccsc1Br.[Cu]Br.